From a dataset of Full USPTO retrosynthesis dataset with 1.9M reactions from patents (1976-2016). Predict the reactants needed to synthesize the given product. (1) Given the product [CH3:27][O:26][C:22]1[CH:21]=[C:20]([O:19][C:16]2[CH:17]=[CH:18][C:13]([NH:12][C:10](=[O:11])[C@@H:9]([CH3:28])[NH2:5])=[CH:14][CH:15]=2)[CH:25]=[CH:24][CH:23]=1, predict the reactants needed to synthesize it. The reactants are: CC([N:5]([C@H:9]([CH3:28])[C:10]([NH:12][C:13]1[CH:18]=[CH:17][C:16]([O:19][C:20]2[CH:25]=[CH:24][CH:23]=[C:22]([O:26][CH3:27])[CH:21]=2)=[CH:15][CH:14]=1)=[O:11])C(=O)[O-])(C)C.C(O)(C(F)(F)F)=O. (2) Given the product [CH3:12][C:8]1[C:9]([CH3:11])=[CH:10][C:5]2[O:4][N:3]=[C:2]([CH2:1][CH2:14][CH:15]3[CH2:20][CH2:19][N:18]([C:21]([O:23][C:24]([CH3:25])([CH3:27])[CH3:26])=[O:22])[CH2:17][CH2:16]3)[C:6]=2[CH:7]=1, predict the reactants needed to synthesize it. The reactants are: [CH3:1][C:2]1[C:6]2[CH:7]=[C:8]([CH3:12])[C:9]([CH3:11])=[CH:10][C:5]=2[O:4][N:3]=1.I[CH2:14][CH:15]1[CH2:20][CH2:19][N:18]([C:21]([O:23][C:24]([CH3:27])([CH3:26])[CH3:25])=[O:22])[CH2:17][CH2:16]1.[Li+].CC([N-]C(C)C)C. (3) Given the product [Br:40][C:41]1[C:42]2[CH:53]=[CH:52][S:51][C:43]=2[NH:44][C:45]=1[C:46]([O:48][CH2:49][CH3:50])=[O:47].[Br:39][C:52]1[S:51][C:43]2[NH:44][C:45]([C:46]([O:48][CH2:49][CH3:50])=[O:47])=[C:41]([Br:40])[C:42]=2[CH:53]=1, predict the reactants needed to synthesize it. The reactants are: S1C2NC(C(OCC)=O)=CC=2C=C1.CCCC[N+](CCCC)(CCCC)CCCC.[F-].C1C(=O)N([Br:39])C(=O)C1.[Br:40][C:41]1[C:42]2[CH:53]=[CH:52][S:51][C:43]=2[NH:44][C:45]=1[C:46]([O:48][CH2:49][CH3:50])=[O:47]. (4) Given the product [Cl:18][C:19]1[C:27]([Cl:28])=[CH:26][CH:25]=[CH:24][C:20]=1[C:21]([N:7]1[CH:2]([CH3:1])[CH2:3][C:4]2[N:10]([C:11]3[C:16]([F:17])=[CH:15][CH:14]=[CH:13][N:12]=3)[N:9]=[N:8][C:5]=2[CH2:6]1)=[O:22], predict the reactants needed to synthesize it. The reactants are: [CH3:1][CH:2]1[NH:7][CH2:6][C:5]2[N:8]=[N:9][N:10]([C:11]3[C:16]([F:17])=[CH:15][CH:14]=[CH:13][N:12]=3)[C:4]=2[CH2:3]1.[Cl:18][C:19]1[C:27]([Cl:28])=[CH:26][CH:25]=[CH:24][C:20]=1[C:21](Cl)=[O:22].ClC1C(C(F)(F)F)=CC=CC=1C(Cl)=O.NC1C(F)=CC=CN=1. (5) Given the product [F:26][C:9]1[CH:8]=[C:7]([C:27]2[N:35]=[C:34]3[C:30]([N:31]=[CH:32][NH:33]3)=[C:29]([NH:36][C:37]3[CH:42]=[CH:41][C:40]([N:43]4[CH2:44][CH2:45][N:46]([CH:49]5[CH2:50][O:51][CH2:52]5)[CH2:47][CH2:48]4)=[CH:39][CH:38]=3)[N:28]=2)[C:6]([CH2:5][OH:4])=[C:11]([N:12]2[CH2:24][CH2:23][N:15]3[C:16]4[CH2:17][CH2:18][CH2:19][CH2:20][C:21]=4[CH:22]=[C:14]3[C:13]2=[O:25])[CH:10]=1, predict the reactants needed to synthesize it. The reactants are: C([O:4][CH2:5][C:6]1[C:11]([N:12]2[CH2:24][CH2:23][N:15]3[C:16]4[CH2:17][CH2:18][CH2:19][CH2:20][C:21]=4[CH:22]=[C:14]3[C:13]2=[O:25])=[CH:10][C:9]([F:26])=[CH:8][C:7]=1[C:27]1[N:35]=[C:34]2[C:30]([N:31]=[CH:32][NH:33]2)=[C:29]([NH:36][C:37]2[CH:42]=[CH:41][C:40]([N:43]3[CH2:48][CH2:47][N:46]([CH:49]4[CH2:52][O:51][CH2:50]4)[CH2:45][CH2:44]3)=[CH:39][CH:38]=2)[N:28]=1)(=O)C.[OH-].[Li+]. (6) Given the product [Cl:2][C:3]1[CH:4]=[CH:5][C:6]([C@H:9]2[N:16]3[C:12]([S:13][C:14]([C:20]([N:22]([CH2:36][CH3:37])[CH:23]4[CH2:24][CH2:25][N:26]([CH3:29])[CH2:27][CH2:28]4)=[O:21])=[C:15]3[CH:17]([CH3:19])[CH3:18])=[N:11][C@:10]2([C:39]2[CH:40]=[CH:41][C:42]([Cl:45])=[CH:43][CH:44]=2)[CH3:38])=[CH:7][CH:8]=1, predict the reactants needed to synthesize it. The reactants are: Cl.[Cl:2][C:3]1[CH:8]=[CH:7][C:6]([C@H:9]2[N:16]3[C:12]([S:13][C:14]([C:20]([N:22]([CH2:36][CH3:37])[CH:23]4[CH2:28][CH2:27][N:26]([C:29](OC(C)(C)C)=O)[CH2:25][CH2:24]4)=[O:21])=[C:15]3[CH:17]([CH3:19])[CH3:18])=[N:11][C@:10]2([C:39]2[CH:44]=[CH:43][C:42]([Cl:45])=[CH:41][CH:40]=2)[CH3:38])=[CH:5][CH:4]=1.[OH-].[Na+].C(O[BH-](OC(=O)C)OC(=O)C)(=O)C.[Na+]. (7) The reactants are: [CH3:1][C:2]1[C:7]([CH3:8])=[C:6]([O:9]CC(C)=CC2C=CC(C)=CC=2)[CH:5]=[C:4]([CH3:21])[C:3]=1[NH:22][CH:23]=[O:24].[C:25](=O)([O-])[O-].[K+].[K+].CN(C)[C:33]1[CH:38]=CC=C[CH:34]=1.[CH3:40][CH2:41][CH2:42][CH2:43][CH2:44][CH2:45][CH3:46]. Given the product [OH:9][C:6]1[C:5]([CH3:25])=[C:4]([CH3:21])[C:3]([NH:22][CH:23]=[O:24])=[C:2]([CH3:1])[C:7]=1[C:8]([C:42]1[CH:41]=[CH:40][C:45]([CH3:46])=[CH:44][CH:43]=1)=[C:33]([CH3:38])[CH3:34], predict the reactants needed to synthesize it. (8) Given the product [C:1]([C:5]1[C:14]2[CH:13]=[C:12]([N:15]([CH2:16][CH3:17])[C:21]3[CH:29]=[CH:28][C:24]([C:25]([OH:27])=[O:26])=[CH:23][N:22]=3)[CH:11]=[CH:10][C:9]=2[C:8]([CH3:18])([CH3:19])[CH2:7][CH:6]=1)([CH3:4])([CH3:2])[CH3:3], predict the reactants needed to synthesize it. The reactants are: [C:1]([C:5]1[C:14]2[CH:13]=[C:12]([NH:15][CH2:16][CH3:17])[CH:11]=[CH:10][C:9]=2[C:8]([CH3:19])([CH3:18])[CH2:7][CH:6]=1)([CH3:4])([CH3:3])[CH3:2].F[C:21]1[CH:29]=[CH:28][C:24]([C:25]([OH:27])=[O:26])=[CH:23][N:22]=1.CCOCC.